Dataset: Peptide-MHC class I binding affinity with 185,985 pairs from IEDB/IMGT. Task: Regression. Given a peptide amino acid sequence and an MHC pseudo amino acid sequence, predict their binding affinity value. This is MHC class I binding data. (1) The peptide sequence is EVIRATYPS. The MHC is HLA-B07:02 with pseudo-sequence HLA-B07:02. The binding affinity (normalized) is 0.213. (2) The peptide sequence is MIEPRTLQY. The MHC is HLA-B27:05 with pseudo-sequence HLA-B27:05. The binding affinity (normalized) is 0.0847. (3) The MHC is HLA-B48:01 with pseudo-sequence HLA-B48:01. The binding affinity (normalized) is 0.0847. The peptide sequence is KLYPNVDFY.